From a dataset of Forward reaction prediction with 1.9M reactions from USPTO patents (1976-2016). Predict the product of the given reaction. (1) Given the reactants OC1C2CCCC2CN1C([O-])=O.[BH4-].[Na+].[O:15]=[C:16]1[CH2:30][C@@H:19]2[CH2:20][N:21]([C:23]([O:25][C:26]([CH3:29])([CH3:28])[CH3:27])=[O:24])[CH2:22][C@@H:18]2[CH2:17]1, predict the reaction product. The product is: [OH:15][CH:16]1[CH2:30][C@@H:19]2[CH2:20][N:21]([C:23]([O:25][C:26]([CH3:28])([CH3:27])[CH3:29])=[O:24])[CH2:22][C@@H:18]2[CH2:17]1. (2) Given the reactants [Cl:1][C:2]1[CH:3]=[C:4]2[C:9](=[CH:10][C:11]=1[F:12])[C:8]([O:13][S:14]([C:17]([F:20])([F:19])[F:18])(=[O:16])=[O:15])=[C:7]([C@H:21]([OH:27])[C:22]([O:24][CH2:25][CH3:26])=[O:23])[C:6]([CH3:28])=[CH:5]2.Cl(O)(=O)(=O)=O, predict the reaction product. The product is: [C:4]([O:27][C@@H:21]([C:7]1[C:6]([CH3:28])=[CH:5][C:4]2[C:9](=[CH:10][C:11]([F:12])=[C:2]([Cl:1])[CH:3]=2)[C:8]=1[O:13][S:14]([C:17]([F:20])([F:19])[F:18])(=[O:15])=[O:16])[C:22]([O:24][CH2:25][CH3:26])=[O:23])([CH3:9])([CH3:5])[CH3:3]. (3) The product is: [CH2:1]([O:8][N:9]1[C:14]2[N:15]=[CH:16][N:17]=[C:18]([CH3:19])[C:13]=2[C:12]([NH:20][CH2:21][C:22]2[CH:23]=[CH:24][C:25]([OH:28])=[CH:26][CH:27]=2)=[CH:11][C:10]1=[O:32])[C:2]1[CH:7]=[CH:6][CH:5]=[CH:4][CH:3]=1. Given the reactants [CH2:1]([O:8][N:9]1[C:14]2[N:15]=[CH:16][N:17]=[C:18]([CH3:19])[C:13]=2[C:12]([NH:20][CH2:21][C:22]2[CH:27]=[CH:26][C:25]([O:28]COC)=[CH:24][CH:23]=2)=[CH:11][C:10]1=[O:32])[C:2]1[CH:7]=[CH:6][CH:5]=[CH:4][CH:3]=1.C(OCC)(=O)C.C(=O)(O)[O-].[Na+], predict the reaction product. (4) Given the reactants [BH4-].[Na+].CO.[CH3:5][O:6][C:7](=[O:30])[CH2:8][CH2:9][CH2:10][CH2:11][CH2:12][CH2:13][N:14]1[CH:19](/[CH:20]=[CH:21]/[C:22](=[O:28])[CH2:23][CH2:24][CH2:25][CH2:26][CH3:27])[CH2:18][CH2:17][CH2:16][C:15]1=[O:29], predict the reaction product. The product is: [CH3:5][O:6][C:7](=[O:30])[CH2:8][CH2:9][CH2:10][CH2:11][CH2:12][CH2:13][N:14]1[C:15](=[O:29])[CH2:16][CH2:17][CH2:18][CH:19]1/[CH:20]=[CH:21]/[CH:22]([OH:28])[CH2:23][CH2:24][CH2:25][CH2:26][CH3:27]. (5) Given the reactants [F:1][C:2]1[CH:3]=[C:4]([C@@:15]([C:24]2[CH:29]=[CH:28][C:27]([F:30])=[CH:26][CH:25]=2)([NH2:23])[CH2:16][C:17]2[CH:22]=[CH:21][CH:20]=[CH:19][CH:18]=2)[CH:5]=[C:6]([O:8][C:9]([F:14])([F:13])[CH:10]([F:12])[F:11])[CH:7]=1.[F:31][C:32]1[CH:40]=[CH:39][C:35]([C:36](Cl)=[O:37])=[CH:34][C:33]=1[C:41]([F:44])([F:43])[F:42].CCN(CC)CC, predict the reaction product. The product is: [F:31][C:32]1[CH:40]=[CH:39][C:35]([C:36]([NH:23][C@@:15]([C:4]2[CH:5]=[C:6]([O:8][C:9]([F:14])([F:13])[CH:10]([F:12])[F:11])[CH:7]=[C:2]([F:1])[CH:3]=2)([C:24]2[CH:29]=[CH:28][C:27]([F:30])=[CH:26][CH:25]=2)[CH2:16][C:17]2[CH:22]=[CH:21][CH:20]=[CH:19][CH:18]=2)=[O:37])=[CH:34][C:33]=1[C:41]([F:42])([F:43])[F:44].